This data is from Reaction yield outcomes from USPTO patents with 853,638 reactions. The task is: Predict the reaction yield, written as a fraction of the theoretical maximum amount of product (1.0 means a 100% yield; for example, 0.34 means a 34% yield). The product is [OH:14][C:15]1[C:20]([C:21]([N:23]2[CH2:28][CH2:27][O:26][CH2:25][CH2:24]2)=[O:22])=[CH:19][CH:18]=[CH:17][C:16]=1[NH:29][C:30]1[C:33](=[O:34])[C:32](=[O:36])[C:31]=1[NH:13][CH:7]([C:5]1[O:6][C:2]([CH3:1])=[CH:3][CH:4]=1)[C:8]1([CH3:12])[CH2:9][O:10][CH2:11]1. The reactants are [CH3:1][C:2]1[O:6][C:5]([CH:7]([NH2:13])[C:8]2([CH3:12])[CH2:11][O:10][CH2:9]2)=[CH:4][CH:3]=1.[OH:14][C:15]1[C:20]([C:21]([N:23]2[CH2:28][CH2:27][O:26][CH2:25][CH2:24]2)=[O:22])=[CH:19][CH:18]=[CH:17][C:16]=1[NH:29][C:30]1[C:31](=O)[C:32](=[O:36])[C:33]=1[O:34]C. The yield is 0.640. The catalyst is CO.